From a dataset of Full USPTO retrosynthesis dataset with 1.9M reactions from patents (1976-2016). Predict the reactants needed to synthesize the given product. (1) Given the product [CH3:16][O:15][C:12]1[CH:13]=[CH:14][C:9]2[O:8][C:7](=[O:17])[N:6]([CH2:5][C:4]([OH:18])=[O:3])[C:10]=2[CH:11]=1, predict the reactants needed to synthesize it. The reactants are: C([O:3][C:4](=[O:18])[CH2:5][N:6]1[C:10]2[CH:11]=[C:12]([O:15][CH3:16])[CH:13]=[CH:14][C:9]=2[O:8][C:7]1=[O:17])C.[Li+].[OH-].CC#N.O.FC(F)(F)C(O)=O. (2) Given the product [CH2:1]([O:8][C:9]1[CH:10]=[CH:11][C:12]([N:15]2[C:19]([CH3:20])=[C:18]([C:21]([NH:46][C:43]3[CH:44]=[N:45][C:40]([C:39]([F:48])([F:38])[F:47])=[CH:41][CH:42]=3)=[O:23])[N:17]=[C:16]2[C:24]2[CH:29]=[CH:28][C:27]([Cl:30])=[CH:26][C:25]=2[Cl:31])=[CH:13][CH:14]=1)[C:2]1[CH:3]=[CH:4][CH:5]=[CH:6][CH:7]=1, predict the reactants needed to synthesize it. The reactants are: [CH2:1]([O:8][C:9]1[CH:14]=[CH:13][C:12]([N:15]2[C:19]([CH3:20])=[C:18]([C:21]([OH:23])=O)[N:17]=[C:16]2[C:24]2[CH:29]=[CH:28][C:27]([Cl:30])=[CH:26][C:25]=2[Cl:31])=[CH:11][CH:10]=1)[C:2]1[CH:7]=[CH:6][CH:5]=[CH:4][CH:3]=1.C(Cl)(=O)C(Cl)=O.[F:38][C:39]([F:48])([F:47])[C:40]1[N:45]=[CH:44][C:43]([NH2:46])=[CH:42][CH:41]=1. (3) The reactants are: [Br:1][C:2]1[CH:3]=[CH:4][C:5](F)=[C:6]([N+:8]([O-:10])=[O:9])[CH:7]=1.[NH2:12][CH2:13][CH2:14][N:15]1[CH2:20][CH2:19][O:18][CH2:17][CH2:16]1. Given the product [Br:1][C:2]1[CH:3]=[CH:4][C:5]([NH:12][CH2:13][CH2:14][N:15]2[CH2:20][CH2:19][O:18][CH2:17][CH2:16]2)=[C:6]([N+:8]([O-:10])=[O:9])[CH:7]=1, predict the reactants needed to synthesize it. (4) Given the product [CH3:40][N:13]1[CH2:12][C:6]2[CH:7]=[N:8][C:9]3[CH:10]=[CH:11][C:2]([C:43]4[CH:42]=[N:41][C:50]5[C:45]([CH:44]=4)=[CH:46][CH:47]=[CH:48][CH:49]=5)=[CH:3][C:4]=3[C:5]=2[N:15]([C:16]2[CH:21]=[CH:20][C:19]([N:22]3[CH2:23][CH2:24][N:25]([C:28]([O:30][C:31]([CH3:32])([CH3:33])[CH3:34])=[O:29])[CH2:26][CH2:27]3)=[C:18]([C:35]([F:36])([F:38])[F:37])[CH:17]=2)[C:14]1=[O:39], predict the reactants needed to synthesize it. The reactants are: Cl[C:2]1[CH:11]=[CH:10][C:9]2[N:8]=[CH:7][C:6]3[CH2:12][N:13]([CH3:40])[C:14](=[O:39])[N:15]([C:16]4[CH:21]=[CH:20][C:19]([N:22]5[CH2:27][CH2:26][N:25]([C:28]([O:30][C:31]([CH3:34])([CH3:33])[CH3:32])=[O:29])[CH2:24][CH2:23]5)=[C:18]([C:35]([F:38])([F:37])[F:36])[CH:17]=4)[C:5]=3[C:4]=2[CH:3]=1.[N:41]1[C:50]2[C:45](=[CH:46][CH:47]=[CH:48][CH:49]=2)[CH:44]=[C:43](B(O)O)[CH:42]=1.CC(C1C=C(C(C)C)C(C2C(P(C(C)(C)C)C(C)(C)C)=CC=CC=2)=C(C(C)C)C=1)C.C([O-])([O-])=O.[Na+].[Na+].